This data is from Reaction yield outcomes from USPTO patents with 853,638 reactions. The task is: Predict the reaction yield, written as a fraction of the theoretical maximum amount of product (1.0 means a 100% yield; for example, 0.34 means a 34% yield). (1) The reactants are C([O:4][P:5]([CH2:11][O:12][CH2:13][C:14]([CH2:37][CH3:38])=[CH:15][CH2:16][C:17]1[C:18]([O:30]CC[Si](C)(C)C)=[C:19]2[C:23](=[C:24]([CH3:28])[C:25]=1[O:26][CH3:27])[CH2:22][O:21][C:20]2=[O:29])(=[O:10])[O:6]C(C)C)(C)C.N1C(C)=CC=CC=1C.Br[Si](C)(C)C. The catalyst is C(#N)C. The product is [CH2:37]([C:14](=[CH:15][CH2:16][C:17]1[C:18]([OH:30])=[C:19]2[C:23](=[C:24]([CH3:28])[C:25]=1[O:26][CH3:27])[CH2:22][O:21][C:20]2=[O:29])[CH2:13][O:12][CH2:11][P:5](=[O:4])([OH:6])[OH:10])[CH3:38]. The yield is 0.700. (2) The reactants are [C:1]([O:5][C:6]([N:8]1[C:12]([C:13]#[N:14])=[CH:11][CH:10]=[C:9]1[C:15]1[CH:27]=[CH:26][C:18]2[NH:19][C:20](=O)[O:21][C:22]([CH3:24])([CH3:23])[C:17]=2[CH:16]=1)=[O:7])([CH3:4])([CH3:3])[CH3:2].COC1C=CC(P2(SP(C3C=CC(OC)=CC=3)(=S)S2)=[S:37])=CC=1. The catalyst is C1(C)C=CC=CC=1. The product is [C:13]([C:12]1[N:8]([C:6]([O:5][C:1]([CH3:4])([CH3:3])[CH3:2])=[O:7])[C:9]([C:15]2[CH:27]=[CH:26][C:18]3[NH:19][C:20](=[S:37])[O:21][C:22]([CH3:24])([CH3:23])[C:17]=3[CH:16]=2)=[CH:10][CH:11]=1)#[N:14]. The yield is 0.380. (3) The reactants are [CH3:1][C:2]1([CH3:17])[C:13]2[C:14]3[N:5]([C:6](=[O:16])[C:7](=[O:15])[NH:8][C:9]=3[CH:10]=[CH:11][CH:12]=2)[CH2:4][CH2:3]1.[H-].[Na+].Br[CH2:21]/[CH:22]=[CH:23]/[C@H:24]1[CH2:28][O:27][C:26]([CH3:30])([CH3:29])[O:25]1.O. The catalyst is CN(C=O)C. The product is [CH3:29][C:26]1([CH3:30])[O:25][C@@H:24](/[CH:23]=[CH:22]/[CH2:21][N:8]2[C:9]3[CH:10]=[CH:11][CH:12]=[C:13]4[C:2]([CH3:17])([CH3:1])[CH2:3][CH2:4][N:5]([C:14]=34)[C:6](=[O:16])[C:7]2=[O:15])[CH2:28][O:27]1. The yield is 0.720. (4) The reactants are [F:1][C:2]1[C:3](=[NH:21])[N:4]([CH3:20])[C:5](=[O:19])[N:6]([S:8]([C:11]2[CH:16]=[CH:15][C:14]([O:17][CH3:18])=[CH:13][CH:12]=2)(=[O:10])=[O:9])[CH:7]=1.N1C=CC=CC=1.Cl[C:29]([O:31][C:32]1[CH:37]=[CH:36][CH:35]=[CH:34][CH:33]=1)=[O:30]. The catalyst is C(Cl)Cl. The product is [C:32]1([O:31][C:29](=[O:30])[N:21]=[C:3]2[C:2]([F:1])=[CH:7][N:6]([S:8]([C:11]3[CH:12]=[CH:13][C:14]([O:17][CH3:18])=[CH:15][CH:16]=3)(=[O:10])=[O:9])[C:5](=[O:19])[N:4]2[CH3:20])[CH:37]=[CH:36][CH:35]=[CH:34][CH:33]=1. The yield is 0.720. (5) The reactants are O.[NH2:2][NH2:3].[CH:4]1[C:9]([C:10]([OH:12])=[O:11])=[CH:8][C:7]2[C:13](O[C:16](=[O:17])[C:6]=2[CH:5]=1)=[O:14]. The catalyst is CC(O)=O. The product is [O:17]=[C:16]1[C:6]2[C:7](=[CH:8][C:9]([C:10]([OH:12])=[O:11])=[CH:4][CH:5]=2)[C:13](=[O:14])[NH:3][NH:2]1. The yield is 0.850. (6) The reactants are [CH3:1][C:2]1[C:7]([CH:8]([CH2:13][CH2:14][CH3:15])[C:9]([O:11]C)=[O:10])=[C:6]([C:16]2[CH:21]=[CH:20][C:19]([CH3:22])=[CH:18][CH:17]=2)[N:5]=[C:4]([S:23][C:24]2[CH:29]=[CH:28][CH:27]=[CH:26][CH:25]=2)[N:3]=1.[OH-].[Na+]. The catalyst is CO. The product is [CH3:1][C:2]1[C:7]([CH:8]([CH2:13][CH2:14][CH3:15])[C:9]([OH:11])=[O:10])=[C:6]([C:16]2[CH:17]=[CH:18][C:19]([CH3:22])=[CH:20][CH:21]=2)[N:5]=[C:4]([S:23][C:24]2[CH:25]=[CH:26][CH:27]=[CH:28][CH:29]=2)[N:3]=1. The yield is 0.640. (7) The reactants are [NH2:1][C:2]1[C:7]([C:8]([C:10]2[C:15]([C:16]([F:19])([F:18])[F:17])=[CH:14][CH:13]=[C:12](Cl)[N:11]=2)=[O:9])=[CH:6][CH:5]=[CH:4][N:3]=1.C(=O)([O-])[O-].[K+].[K+].[CH2:27]([C@H:31]1[CH2:36][NH:35][CH2:34][CH2:33][N:32]1C(OC(C)(C)C)=O)[CH:28]([CH3:30])[CH3:29]. The catalyst is CN(C)C=O. The product is [NH2:1][C:2]1[C:7]([C:8]([C:10]2[C:15]([C:16]([F:19])([F:18])[F:17])=[CH:14][CH:13]=[C:12]([N:35]3[CH2:34][CH2:33][NH:32][C@@H:31]([CH2:27][CH:28]([CH3:30])[CH3:29])[CH2:36]3)[N:11]=2)=[O:9])=[CH:6][CH:5]=[CH:4][N:3]=1. The yield is 0.770.